Regression. Given a target protein amino acid sequence and a drug SMILES string, predict the binding affinity score between them. We predict pIC50 (pIC50 = -log10(IC50 in M); higher means more potent). Dataset: bindingdb_ic50. From a dataset of Drug-target binding data from BindingDB using IC50 measurements. The compound is O=C([O-])CC[N+](=O)[O-]. The target protein (P0CT06) has sequence MASKNMVNPAVEPSMEDDLFAREVAEVKQWWSDPRWRYTKRPFTAEQIVSKRGNLKIEYPSNAQSKKLWKILEGRFQKRDASYTYGCLEPTMVTQMAKYLDTVYVSGWQSSSTASSSDEPGPDLADYPYTTVPNKVSHLFMAQLFHDRKQRHERLSAPKSERSKLQNIDYLRPIIADADTGHGGLTAVMKLTKLFIEKGAAGIHIEDQAPGTKKCGHMAGKVLVPISEHINRLVAIRAQADIMGVDLLAIARTDAEAATLITTSIDPRDHAFILGCTNPSLQPLADLMNTAEQSGKTGDQLQAIEDEWMAKANLKRFDDAVVDVINSSSSIRNPKDVAAKYLQAAKGKSNREARAIASSLGVPEIFFDWDSPRTREGYFRIKGGCDCAINRAIAYAPYADAIWMESKLPDYEQAKEFAEGVHAVYPEQKLAYNLSPSFNWKTAMPRDEQETYIRRLAGLGYCWQFITLAGLHTTALISDRFARAYSEVGMRAYGELVQEP.... The pIC50 is 4.0.